Predict the product of the given reaction. From a dataset of Forward reaction prediction with 1.9M reactions from USPTO patents (1976-2016). (1) Given the reactants Cl[C:2]1[N:3]=[CH:4][C:5](I)=[C:6]2[C:11]=1[N:10]=[C:9]([CH3:12])[CH:8]=[CH:7]2.[Cl:14][C:15]1[CH:20]=[CH:19][C:18](B(O)O)=[CH:17][N:16]=1.[NH2:24][C:25]1[N:26]=[C:27]([CH3:30])[S:28][CH:29]=1, predict the reaction product. The product is: [Cl:14][C:15]1[N:16]=[CH:17][C:18]([C:5]2[CH:4]=[N:3][C:2]([NH:24][C:25]3[N:26]=[C:27]([CH3:30])[S:28][CH:29]=3)=[C:11]3[C:6]=2[CH:7]=[CH:8][C:9]([CH3:12])=[N:10]3)=[CH:19][CH:20]=1. (2) Given the reactants [CH:1]1([N:7]2[C:12]([OH:13])=[C:11]([C:14]([NH:16][CH2:17][C:18]([O:20]CC)=[O:19])=[O:15])[C:10](=[O:23])[NH:9][C:8]2=[O:24])[CH2:6][CH2:5][CH2:4][CH2:3][CH2:2]1.C(=O)([O-])[O-].[K+].[K+].[F:31][C:32]1[C:39]([F:40])=[CH:38][CH:37]=[CH:36][C:33]=1[CH2:34]Br.Cl, predict the reaction product. The product is: [CH:1]1([N:7]2[C:12]([OH:13])=[C:11]([C:14]([NH:16][CH2:17][C:18]([OH:20])=[O:19])=[O:15])[C:10](=[O:23])[N:9]([CH2:34][C:33]3[CH:36]=[CH:37][CH:38]=[C:39]([F:40])[C:32]=3[F:31])[C:8]2=[O:24])[CH2:2][CH2:3][CH2:4][CH2:5][CH2:6]1. (3) Given the reactants C[N:2]1[CH:7]=[C:6]([N+]([O-])=O)[CH:5]=[C:4]([N+:11]([O-:13])=[O:12])[C:3]1=O.[CH3:15][CH:16](C)[C:17](=O)C.N, predict the reaction product. The product is: [CH:16]([C:7]1[CH:6]=[CH:5][C:4]([N+:11]([O-:13])=[O:12])=[CH:3][N:2]=1)([CH3:17])[CH3:15]. (4) Given the reactants Cl.[Cl:2][C:3]1[CH:4]=[C:5]([NH:9][C:10](=[O:13])[NH:11][NH2:12])[CH:6]=[CH:7][CH:8]=1.[O:14]=[C:15]1[C:23](=O)[C:22]2[C:17](=[CH:18][CH:19]=[C:20]([S:25][CH2:26][CH2:27][CH2:28][C:29]3[CH:37]=[CH:36][C:32]([C:33]([OH:35])=[O:34])=[CH:31][CH:30]=3)[CH:21]=2)[N:16]1[CH2:38][CH2:39][CH3:40], predict the reaction product. The product is: [Cl:2][C:3]1[CH:4]=[C:5]([CH:6]=[CH:7][CH:8]=1)[NH:9][C:10]([NH:11][N:12]=[C:23]1[C:22]2[C:17](=[CH:18][CH:19]=[C:20]([S:25][CH2:26][CH2:27][CH2:28][C:29]3[CH:30]=[CH:31][C:32]([C:33]([OH:35])=[O:34])=[CH:36][CH:37]=3)[CH:21]=2)[N:16]([CH2:38][CH2:39][CH3:40])[C:15]1=[O:14])=[O:13]. (5) Given the reactants [O:1]=[C:2]1[C:10]2([C:22]3[C:13](=[CH:14][C:15]4[O:20][CH2:19][CH2:18][O:17][C:16]=4[CH:21]=3)[O:12][CH2:11]2)[C:9]2[C:4](=[CH:5][CH:6]=[CH:7][CH:8]=2)[N:3]1[CH2:23][C:24]1[CH:32]=[CH:31][C:27]([C:28](O)=[O:29])=[CH:26][CH:25]=1.S(Cl)([Cl:35])=O, predict the reaction product. The product is: [O:1]=[C:2]1[C:10]2([C:22]3[C:13](=[CH:14][C:15]4[O:20][CH2:19][CH2:18][O:17][C:16]=4[CH:21]=3)[O:12][CH2:11]2)[C:9]2[C:4](=[CH:5][CH:6]=[CH:7][CH:8]=2)[N:3]1[CH2:23][C:24]1[CH:32]=[CH:31][C:27]([C:28]([Cl:35])=[O:29])=[CH:26][CH:25]=1.